Task: Regression. Given a peptide amino acid sequence and an MHC pseudo amino acid sequence, predict their binding affinity value. This is MHC class I binding data.. Dataset: Peptide-MHC class I binding affinity with 185,985 pairs from IEDB/IMGT (1) The peptide sequence is GTLTKGVFK. The MHC is HLA-A03:01 with pseudo-sequence HLA-A03:01. The binding affinity (normalized) is 0.630. (2) The peptide sequence is HPEIVIYQY. The MHC is HLA-A30:01 with pseudo-sequence HLA-A30:01. The binding affinity (normalized) is 0.196. (3) The peptide sequence is AAAANAAAM. The MHC is H-2-Db with pseudo-sequence H-2-Db. The binding affinity (normalized) is 0.774. (4) The peptide sequence is ASGKGLSSLS. The MHC is Mamu-A02 with pseudo-sequence Mamu-A02. The binding affinity (normalized) is 0. (5) The MHC is HLA-A68:02 with pseudo-sequence HLA-A68:02. The binding affinity (normalized) is 0.0867. The peptide sequence is GIIITVGML. (6) The peptide sequence is RQFPTAFYF. The MHC is Mamu-B3901 with pseudo-sequence Mamu-B3901. The binding affinity (normalized) is 0.699. (7) The peptide sequence is SEILRTLGF. The MHC is HLA-B40:01 with pseudo-sequence HLA-B40:01. The binding affinity (normalized) is 0.229. (8) The peptide sequence is NLSTSNPLGF. The MHC is Patr-A0701 with pseudo-sequence Patr-A0701. The binding affinity (normalized) is 0.